From a dataset of Full USPTO retrosynthesis dataset with 1.9M reactions from patents (1976-2016). Predict the reactants needed to synthesize the given product. Given the product [C:1]1([N:7]2[C:8](=[O:13])[N:9]=[N:10][C:11]2=[O:12])[CH:2]=[CH:3][CH:4]=[CH:5][CH:6]=1.[Si:14]([O:21][C@@H:22]1[C@@:39]2([CH3:40])[C:26](=[CH:27][CH:28]=[C:29]3[C@@H:38]2[CH2:37][CH2:36][C@@:34]2([CH3:35])[C@H:30]3[CH2:31][CH2:32][C@@H:33]2[CH2:41][OH:42])[CH2:25][C@@H:24]([O:50][Si:51]([C:54]([CH3:57])([CH3:56])[CH3:55])([CH3:52])[CH3:53])[CH2:23]1)([C:17]([CH3:20])([CH3:19])[CH3:18])([CH3:16])[CH3:15], predict the reactants needed to synthesize it. The reactants are: [C:1]1([N:7]2[C:11](=[O:12])[N:10]=[N:9][C:8]2=[O:13])[CH:6]=[CH:5][CH:4]=[CH:3][CH:2]=1.[Si:14]([O:21][C@@H:22]1[C@@:39]2([CH3:40])[C:26](=[CH:27][CH:28]=[C:29]3[C@@H:38]2[CH2:37][CH2:36][C@@:34]2([CH3:35])[C@H:30]3[CH2:31][CH2:32][C@@H:33]2[CH2:41][O:42]CCC(N(C)C)=O)[CH2:25][C@@H:24]([O:50][Si:51]([C:54]([CH3:57])([CH3:56])[CH3:55])([CH3:53])[CH3:52])[CH2:23]1)([C:17]([CH3:20])([CH3:19])[CH3:18])([CH3:16])[CH3:15].O1CCCC1.CC(C)([O-])C.[K+].